Task: Predict the reaction yield, written as a fraction of the theoretical maximum amount of product (1.0 means a 100% yield; for example, 0.34 means a 34% yield).. Dataset: Reaction yield outcomes from USPTO patents with 853,638 reactions (1) The reactants are [F:1][C:2]([F:11])([F:10])[C:3]1[CH:4]=[C:5]([CH:7]=[CH:8][CH:9]=1)[NH2:6].[N:12]([O-])=O.[Na+].[C:16]([CH2:20][C:21]([O:23][CH3:24])=[O:22])(=[O:19])[CH2:17][CH3:18].C([O-])(=O)C.[Na+]. The catalyst is Cl.O.C(O)C. The product is [O:19]=[C:16]([CH2:17][CH3:18])[C:20](=[N:12][NH:6][C:5]1[CH:7]=[CH:8][CH:9]=[C:3]([C:2]([F:10])([F:11])[F:1])[CH:4]=1)[C:21]([O:23][CH3:24])=[O:22]. The yield is 0.930. (2) The reactants are C(OC([N:11]1[C@@H:15]([CH3:16])[CH2:14][CH2:13][C@H:12]1[C:17]1[NH:18][C:19]([C:22]2[CH:35]=[C:34]3[O:36][CH2:37][C:31]4[C:32]5[C:33]3=[C:24]([CH2:25][O:26][C:27]=5[CH:28]=[C:29]([C:38]3[NH:42][C:41]([C@@H:43]5[CH2:47][C@H:46]([CH2:48][O:49][CH3:50])[CH2:45][N:44]5[C:51]([O:53][C:54]([CH3:57])([CH3:56])[CH3:55])=[O:52])=[N:40][CH:39]=3)[CH:30]=4)[CH:23]=2)=[CH:20][N:21]=1)=O)C1C=CC=CC=1.[CH3:58][O:59][C:60]([NH:62][C@@H:63]([CH:67]([CH3:69])[CH3:68])[C:64](O)=[O:65])=[O:61].CN(C(ON1N=NC2C=CC=NC1=2)=[N+](C)C)C.F[P-](F)(F)(F)(F)F.CN1CCOCC1. The catalyst is CN(C=O)C.CCOC(C)=O.[Pd]. The product is [CH3:58][O:59][C:60]([NH:62][C@@H:63]([CH:67]([CH3:69])[CH3:68])[C:64]([N:11]1[C@@H:15]([CH3:16])[CH2:14][CH2:13][C@H:12]1[C:17]1[NH:18][C:19]([C:22]2[CH:35]=[C:34]3[O:36][CH2:37][C:31]4[C:32]5[C:33]3=[C:24]([CH2:25][O:26][C:27]=5[CH:28]=[C:29]([C:38]3[NH:42][C:41]([C@@H:43]5[CH2:47][C@H:46]([CH2:48][O:49][CH3:50])[CH2:45][N:44]5[C:51]([O:53][C:54]([CH3:56])([CH3:55])[CH3:57])=[O:52])=[N:40][CH:39]=3)[CH:30]=4)[CH:23]=2)=[CH:20][N:21]=1)=[O:65])=[O:61]. The yield is 0.580. (3) The reactants are [O:1]=[C:2]1[CH2:7][O:6][C:5]2[CH:8]=[CH:9][C:10]([CH:12]=[O:13])=[CH:11][C:4]=2[NH:3]1.CI.[C:16](=O)([O-])[O-].[Cs+].[Cs+]. The catalyst is CN(C)C=O. The product is [CH3:16][N:3]1[C:2](=[O:1])[CH2:7][O:6][C:5]2[CH:8]=[CH:9][C:10]([CH:12]=[O:13])=[CH:11][C:4]1=2. The yield is 0.850. (4) The reactants are [Br:1][C:2]1[CH:3]=[CH:4]C2=[C:6]([CH:24]=1)CN(C)CC=C2C1C=CC2N(C)CCOC=2C=1.C(=O)([O-])[O-].[K+].[K+].[N:31]1[CH:36]=[CH:35][CH:34]=[CH:33][CH:32]=1. The product is [Br:1][C:2]1[CH:3]=[CH:4][C:32]2[CH2:33][CH2:34][CH2:35][CH2:36][NH:31][C:6]=2[CH:24]=1. No catalyst specified. The yield is 0.650. (5) The reactants are C([O:3][C:4]([C:6]1[CH:7]=[C:8]2[C:13](=[CH:14][CH:15]=1)[CH2:12][N:11]([CH:16]1[CH2:18][CH2:17]1)[CH2:10][C:9]2([CH3:20])[CH3:19])=O)C.[H-].C([Al+]CC(C)C)C(C)C. The catalyst is ClCCl. The product is [CH:16]1([N:11]2[CH2:10][C:9]([CH3:19])([CH3:20])[C:8]3[C:13](=[CH:14][CH:15]=[C:6]([CH2:4][OH:3])[CH:7]=3)[CH2:12]2)[CH2:18][CH2:17]1. The yield is 0.870. (6) The reactants are [C:1]([O:7][CH2:8][CH3:9])(=[O:6])[CH2:2][C:3]([CH3:5])=O.[Br:10][C:11]1[CH:12]=[C:13]([CH:16]=[CH:17][CH:18]=1)[CH:14]=O.[NH4+:19].[OH-:20]. The catalyst is CCO.C(Cl)Cl. The product is [Br:10][C:11]1[CH:12]=[C:13]([CH:14]2[C:2]([C:1]([O:7][CH2:8][CH3:9])=[O:6])=[C:3]([CH3:5])[NH:19][C:3]([CH3:5])=[C:2]2[C:1]([O:7][CH2:8][CH3:9])=[O:20])[CH:16]=[CH:17][CH:18]=1. The yield is 0.710.